Dataset: Forward reaction prediction with 1.9M reactions from USPTO patents (1976-2016). Task: Predict the product of the given reaction. Given the reactants Cl[C:2]1[N:7]=[N:6][C:5]([CH:8]([F:14])[C:9]([O:11][CH2:12][CH3:13])=[O:10])=[CH:4][CH:3]=1.C([O-])(=[O:17])C.[Na+], predict the reaction product. The product is: [F:14][CH:8]([C:5]1[N:6]=[N:7][C:2]([OH:17])=[CH:3][CH:4]=1)[C:9]([O:11][CH2:12][CH3:13])=[O:10].